This data is from Full USPTO retrosynthesis dataset with 1.9M reactions from patents (1976-2016). The task is: Predict the reactants needed to synthesize the given product. (1) Given the product [Cl:1][C:2]1[CH:17]=[C:16]([CH:15]=[CH:14][C:3]=1[O:4][C:5]1[CH:10]=[CH:9][N:8]=[C:7]2[NH:11][CH:12]=[CH:13][C:6]=12)[NH2:18], predict the reactants needed to synthesize it. The reactants are: [Cl:1][C:2]1[CH:17]=[C:16]([N+:18]([O-])=O)[CH:15]=[CH:14][C:3]=1[O:4][C:5]1[CH:10]=[CH:9][N:8]=[C:7]2[NH:11][CH:12]=[CH:13][C:6]=12.[Cl-].[Ca+2].[Cl-].O. (2) Given the product [CH3:1][N:2]1[C:10]([CH3:11])=[C:9]2[C:4]([CH:5]=[C:6]([NH:12][C:13]3[N:18]=[C:17]([NH:19][CH:20]4[CH2:37][CH2:36][C:23]5([CH2:28][CH2:27][NH:26][CH2:25][CH2:24]5)[CH2:22][CH2:21]4)[C:16]([CH3:38])=[CH:15][N:14]=3)[CH:7]=[CH:8]2)=[N:3]1, predict the reactants needed to synthesize it. The reactants are: [CH3:1][N:2]1[C:10]([CH3:11])=[C:9]2[C:4]([CH:5]=[C:6]([NH:12][C:13]3[N:18]=[C:17]([NH:19][CH:20]4[CH2:37][CH2:36][C:23]5([CH2:28][CH2:27][N:26](C(OC(C)(C)C)=O)[CH2:25][CH2:24]5)[CH2:22][CH2:21]4)[C:16]([CH3:38])=[CH:15][N:14]=3)[CH:7]=[CH:8]2)=[N:3]1.Cl. (3) Given the product [Cl:20][C:2]1[C:11]2[C:6](=[C:7]([CH3:12])[CH:8]=[CH:9][CH:10]=2)[N:5]=[C:4]([C:13]([O:15][CH2:16][CH3:17])=[O:14])[N:3]=1, predict the reactants needed to synthesize it. The reactants are: O[C:2]1[C:11]2[C:6](=[C:7]([CH3:12])[CH:8]=[CH:9][CH:10]=2)[N:5]=[C:4]([C:13]([O:15][CH2:16][CH3:17])=[O:14])[N:3]=1.O=P(Cl)(Cl)[Cl:20]. (4) Given the product [C:19]([O:23][C:24](=[O:27])[CH2:25][O:16][C:13]1[CH:14]=[CH:15][C:10]([S:9][S:8][C:6]2[CH:5]=[CH:4][C:3]([O:18][CH2:25][C:24]([O:23][C:19]([CH3:22])([CH3:21])[CH3:20])=[O:27])=[C:2]([CH3:1])[CH:7]=2)=[CH:11][C:12]=1[CH3:17])([CH3:22])([CH3:21])[CH3:20], predict the reactants needed to synthesize it. The reactants are: [CH3:1][C:2]1[CH:7]=[C:6]([S:8][S:9][C:10]2[CH:15]=[CH:14][C:13]([OH:16])=[C:12]([CH3:17])[CH:11]=2)[CH:5]=[CH:4][C:3]=1[OH:18].[C:19]([O:23][C:24](=[O:27])[CH2:25]Br)([CH3:22])([CH3:21])[CH3:20].[H-].[Na+]. (5) Given the product [Br:1][C:2]1[CH:3]=[C:4]([CH3:12])[C:5]([O:24][CH3:23])=[C:6]([CH:10]=1)[C:7]([O:9][CH3:15])=[O:8], predict the reactants needed to synthesize it. The reactants are: [Br:1][C:2]1[CH:3]=[C:4]([CH3:12])[C:5](O)=[C:6]([CH:10]=1)[C:7]([OH:9])=[O:8].IC.[C:15](=O)([O-])[O-].[K+].[K+].CN(C)[CH:23]=[O:24]. (6) Given the product [C:15]([O:18][C:11](=[O:13])[NH:10][C@H:8]([C:5]1[N:4]=[CH:3][C:2]([F:1])=[CH:7][N:6]=1)[CH3:9])([CH3:17])([CH3:16])[CH3:14], predict the reactants needed to synthesize it. The reactants are: [F:1][C:2]1[CH:3]=[N:4][C:5]([C@@H:8]([NH:10][C:11](=[O:13])C)[CH3:9])=[N:6][CH:7]=1.[CH3:14][C:15]([O:18]C(OC([O:18][C:15]([CH3:17])([CH3:16])[CH3:14])=O)=O)([CH3:17])[CH3:16].O.[OH-].[Li+].O. (7) Given the product [CH3:12][C:13]1([CH:19]=[O:20])[CH2:18][CH2:17][O:16][CH2:15][CH2:14]1, predict the reactants needed to synthesize it. The reactants are: [Cr](Cl)([O-])(=O)=O.[NH+]1C=CC=CC=1.[CH3:12][C:13]1([CH2:19][OH:20])[CH2:18][CH2:17][O:16][CH2:15][CH2:14]1. (8) Given the product [CH3:8][O:7][CH:6]([O:9][CH3:10])[C:5]1[CH:4]=[CH:3][N:2]=[CH:1][N:18]=1, predict the reactants needed to synthesize it. The reactants are: [CH3:1][N:2](C)/[CH:3]=[CH:4]/[C:5](=O)[CH:6]([O:9][CH3:10])[O:7][CH3:8].C(O)(=O)C.C(N)=[NH:18].